Dataset: Full USPTO retrosynthesis dataset with 1.9M reactions from patents (1976-2016). Task: Predict the reactants needed to synthesize the given product. (1) Given the product [CH3:1][N:2]([CH3:14])[C:3](=[O:13])[C:4]1[CH:9]=[CH:8][CH:7]=[CH:6][C:5]=1[NH2:10], predict the reactants needed to synthesize it. The reactants are: [CH3:1][N:2]([CH3:14])[C:3](=[O:13])[C:4]1[CH:9]=[CH:8][CH:7]=[CH:6][C:5]=1[N+:10]([O-])=O. (2) Given the product [Cl:25][C:26]1[C:31]([C:32]([NH:19][C:14]2[CH:15]=[CH:16][CH:17]=[C:18]3[C:13]=2[N:12]=[C:11]([C:20]([F:23])([F:21])[F:22])[N:10]=[C:9]3[NH:8][CH:5]2[CH2:4][CH2:3][C:2]([CH3:24])([CH3:1])[CH2:7][CH2:6]2)=[O:33])=[C:30]([F:35])[C:29]([CH2:36][NH:37][C:38](=[O:43])[C:39]([CH3:41])([CH3:40])[CH3:42])=[CH:28][CH:27]=1, predict the reactants needed to synthesize it. The reactants are: [CH3:1][C:2]1([CH3:24])[CH2:7][CH2:6][CH:5]([NH:8][C:9]2[C:18]3[C:13](=[C:14]([NH2:19])[CH:15]=[CH:16][CH:17]=3)[N:12]=[C:11]([C:20]([F:23])([F:22])[F:21])[N:10]=2)[CH2:4][CH2:3]1.[Cl:25][C:26]1[C:31]([C:32](O)=[O:33])=[C:30]([F:35])[C:29]([CH2:36][NH:37][C:38](=[O:43])[C:39]([CH3:42])([CH3:41])[CH3:40])=[CH:28][CH:27]=1.C(Cl)(=O)C(Cl)=O.CCN(C(C)C)C(C)C. (3) Given the product [Br:1][C:2]1[CH:3]=[C:4]2[C:9](=[CH:10][CH:11]=1)[N:8]=[CH:7][C:6]([C:12](=[O:14])[CH3:13])=[C:5]2[Cl:29], predict the reactants needed to synthesize it. The reactants are: [Br:1][C:2]1[CH:3]=[C:4]2[C:9](=[CH:10][CH:11]=1)[N:8]=[CH:7][C:6]([C:12](=[O:14])[CH3:13])=[C:5]2O.C(=O)(O)[O-].[Na+].C(OCC)(=O)C.P(Cl)(Cl)([Cl:29])=O. (4) Given the product [N:41]([CH:7]([C@H:14]1[CH2:18][N:17]([C@@H:19]([C:21]2[CH:26]=[CH:25][CH:24]=[CH:23][CH:22]=2)[CH3:20])[C:16](=[O:27])[CH2:15]1)[C:8]1[CH:13]=[CH:12][CH:11]=[CH:10][CH:9]=1)=[N+:42]=[N-:43], predict the reactants needed to synthesize it. The reactants are: CS(Cl)(=O)=O.O[CH:7]([C@H:14]1[CH2:18][N:17]([C@@H:19]([C:21]2[CH:26]=[CH:25][CH:24]=[CH:23][CH:22]=2)[CH3:20])[C:16](=[O:27])[CH2:15]1)[C:8]1[CH:13]=[CH:12][CH:11]=[CH:10][CH:9]=1.C(O)(=O)CC(CC(O)=O)(C(O)=O)O.[N-:41]=[N+:42]=[N-:43].[Na+].